Dataset: Forward reaction prediction with 1.9M reactions from USPTO patents (1976-2016). Task: Predict the product of the given reaction. Given the reactants [N+](C1C=CC(/C(=C\C2C=CC(O)=C(OC)C=2)/C([O-])=O)=CC=1)([O-])=O.C(O)C(N)(CO)CO.Cl.[N+:33]([C:36]1[CH:41]=[CH:40][C:39]([O-:42])=[CH:38][CH:37]=1)([O-:35])=[O:34], predict the reaction product. The product is: [CH:37]1[C:36]([N+:33]([O-:35])=[O:34])=[CH:41][CH:40]=[C:39]([OH:42])[CH:38]=1.